This data is from Reaction yield outcomes from USPTO patents with 853,638 reactions. The task is: Predict the reaction yield, written as a fraction of the theoretical maximum amount of product (1.0 means a 100% yield; for example, 0.34 means a 34% yield). (1) The reactants are OO.CC1(C)C(C)(C)OB(C2[CH:12]=[C:13]3[C:21]4=[C:22]([C:24]5[C:29]([N:20]4[C:19]4[CH:18]=[CH:17][CH:16]=[CH:15][C:14]3=4)=[CH:28][CH:27]=[CH:26][CH:25]=5)C=2)O1.[CH2:31]([OH:33])[CH3:32]. No catalyst specified. The product is [CH:12]1[C:31]([OH:33])=[CH:32][C:22]2[C:24]3[C:29]([N:20]4[C:21]=2[C:13]=1[C:14]1[CH:15]=[CH:16][CH:17]=[CH:18][C:19]=14)=[CH:28][CH:27]=[CH:26][CH:25]=3. The yield is 0.650. (2) The reactants are [CH3:1][O:2][C:3](=[O:38])[C@@H:4]([NH:14][C:15]([C:17]1[C:18]([CH3:37])=[N:19][C:20]([NH:24][CH2:25][C:26]#[C:27][C:28]2[CH:36]=[C:35]3[C:31]([CH:32]=[N:33][NH:34]3)=[CH:30][CH:29]=2)=[N:21][C:22]=1[CH3:23])=[O:16])[CH2:5][NH:6][C:7]([C:9]1[S:10][CH:11]=[CH:12][CH:13]=1)=[O:8]. The catalyst is CO.[Pd]. The product is [CH3:1][O:2][C:3](=[O:38])[C@@H:4]([NH:14][C:15]([C:17]1[C:18]([CH3:37])=[N:19][C:20]([NH:24][CH2:25][CH2:26][CH2:27][C:28]2[CH:36]=[C:35]3[C:31]([CH:32]=[N:33][NH:34]3)=[CH:30][CH:29]=2)=[N:21][C:22]=1[CH3:23])=[O:16])[CH2:5][NH:6][C:7]([C:9]1[S:10][CH:11]=[CH:12][CH:13]=1)=[O:8]. The yield is 0.760. (3) The catalyst is [OH-].[K+]. The product is [C:10]([C:7]1[CH:8]=[CH:9][C:4]([C:3]([OH:16])=[O:2])=[CH:5][CH:6]=1)#[CH:11]. The reactants are C[O:2][C:3](=[O:16])[C:4]1[CH:9]=[CH:8][C:7]([C:10]#[C:11][Si](C)(C)C)=[CH:6][CH:5]=1.CO. The yield is 0.950. (4) The reactants are [C:1]([C@@H:4]([N:9]([CH2:20][C:21]1[CH:26]=[CH:25][C:24]([NH:27][C:28](=[O:31])[CH:29]=[CH2:30])=[CH:23][CH:22]=1)[S:10]([C:13]1[CH:18]=[CH:17][C:16]([Cl:19])=[CH:15][CH:14]=1)(=[O:12])=[O:11])[CH2:5][CH:6]([CH3:8])[CH3:7])(=[O:3])[NH2:2].[NH:32]1[CH2:37][CH2:36][CH2:35][CH2:34][CH2:33]1. The catalyst is C1(C)C=CC=CC=1. The product is [Cl:19][C:16]1[CH:17]=[CH:18][C:13]([S:10]([N:9]([C@H:4]([CH2:5][CH:6]([CH3:8])[CH3:7])[C:1]([NH2:2])=[O:3])[CH2:20][C:21]2[CH:26]=[CH:25][C:24]([NH:27][C:28](=[O:31])[CH2:29][CH2:30][N:32]3[CH2:37][CH2:36][CH2:35][CH2:34][CH2:33]3)=[CH:23][CH:22]=2)(=[O:12])=[O:11])=[CH:14][CH:15]=1. The yield is 0.860. (5) The reactants are ClC(OC(Cl)C)=O.C([N:15]1[CH2:19][C@@H:18]([C:20]2[CH:25]=[CH:24][C:23]([Cl:26])=[C:22]([Cl:27])[CH:21]=2)[C@H:17]([C:28]([O:30][CH3:31])=[O:29])[CH2:16]1)C1C=CC=CC=1. The catalyst is ClCCCl. The product is [Cl:27][C:22]1[CH:21]=[C:20]([C@@H:18]2[CH2:19][NH:15][CH2:16][C@H:17]2[C:28]([O:30][CH3:31])=[O:29])[CH:25]=[CH:24][C:23]=1[Cl:26]. The yield is 0.980. (6) The catalyst is CN(C)C=O.CN1CCCC1=O. The product is [C:1]([C:3]1([C:7]2[CH:8]=[C:9]([CH:13]=[CH:14][CH:15]=2)[C:10]([NH:27][C:28]2[CH:29]=[CH:30][C:31]([CH3:50])=[C:32]([O:33][C:34]3[CH:35]=[CH:36][C:37]4[N:38]([CH:40]=[C:41]([NH:43][C:44]([CH:46]5[CH2:48][CH2:47]5)=[O:45])[N:42]=4)[N:39]=3)[CH:49]=2)=[O:12])[CH2:4][CH2:5][CH2:6]1)#[N:2]. The yield is 0.640. The reactants are [C:1]([C:3]1([C:7]2[CH:8]=[C:9]([CH:13]=[CH:14][CH:15]=2)[C:10]([OH:12])=O)[CH2:6][CH2:5][CH2:4]1)#[N:2].C(Cl)(=O)C(Cl)=O.O1CCCC1.[NH2:27][C:28]1[CH:29]=[CH:30][C:31]([CH3:50])=[C:32]([CH:49]=1)[O:33][C:34]1[CH:35]=[CH:36][C:37]2[N:38]([CH:40]=[C:41]([NH:43][C:44]([CH:46]3[CH2:48][CH2:47]3)=[O:45])[N:42]=2)[N:39]=1. (7) The reactants are Br[C:2]1[CH:11]=[C:10]2[C:5]([CH:6]=[C:7]([N:13]3[CH2:18][CH2:17][N:16]([C:19]([O:21][C:22]([CH3:25])([CH3:24])[CH3:23])=[O:20])[CH2:15][CH2:14]3)[C:8](=[O:12])[O:9]2)=[CH:4][CH:3]=1.[CH3:26][C:27]1[N:28]=[C:29]2[CH:34]=[CH:33][C:32](B(O)O)=[CH:31][N:30]2[CH:38]=1.C([O-])([O-])=O.[K+].[K+]. The catalyst is CC#N.C1C=CC([P]([Pd]([P](C2C=CC=CC=2)(C2C=CC=CC=2)C2C=CC=CC=2)([P](C2C=CC=CC=2)(C2C=CC=CC=2)C2C=CC=CC=2)[P](C2C=CC=CC=2)(C2C=CC=CC=2)C2C=CC=CC=2)(C2C=CC=CC=2)C2C=CC=CC=2)=CC=1. The product is [CH3:26][C:27]1[N:28]=[C:29]2[CH:34]=[CH:33][C:32]([C:2]3[CH:11]=[C:10]4[C:5]([CH:6]=[C:7]([N:13]5[CH2:14][CH2:15][N:16]([C:19]([O:21][C:22]([CH3:23])([CH3:25])[CH3:24])=[O:20])[CH2:17][CH2:18]5)[C:8](=[O:12])[O:9]4)=[CH:4][CH:3]=3)=[CH:31][N:30]2[CH:38]=1. The yield is 0.620. (8) The yield is 0.690. The product is [Cl:1][C:2]1[C:3]([O:12][C:13]2[CH:18]=[C:17]([O:19][CH:20]([CH3:21])[CH3:22])[CH:16]=[CH:15][C:14]=2/[CH:23]=[C:24](\[CH3:28])/[C:25]([NH:52][S:49]([NH:48][CH2:47][CH2:46][C:42]2[S:41][CH:45]=[CH:44][CH:43]=2)(=[O:50])=[O:51])=[O:27])=[N:4][CH:5]=[C:6]([C:8]([F:9])([F:10])[F:11])[CH:7]=1. The reactants are [Cl:1][C:2]1[C:3]([O:12][C:13]2[CH:18]=[C:17]([O:19][CH:20]([CH3:22])[CH3:21])[CH:16]=[CH:15][C:14]=2/[CH:23]=[C:24](\[CH3:28])/[C:25]([OH:27])=O)=[N:4][CH:5]=[C:6]([C:8]([F:11])([F:10])[F:9])[CH:7]=1.Cl.C(N=C=NCCCN(C)C)C.[S:41]1[CH:45]=[CH:44][CH:43]=[C:42]1[CH2:46][CH2:47][NH:48][S:49]([NH2:52])(=[O:51])=[O:50].Cl. The catalyst is C(#N)C.CN(C)C1C=CN=CC=1.C(OCC)(=O)C. (9) The reactants are [F:1][C:2]1[CH:24]=[CH:23][C:5]([O:6][C:7]2[CH:8]=[C:9]3[C:13](=[CH:14][C:15]=2[C:16]([NH2:18])=[O:17])[N:12]([CH2:19][CH:20]([CH3:22])[CH3:21])[N:11]=[CH:10]3)=[CH:4][CH:3]=1.C(N1C=CN=C1)(N1C=CN=C1)=O.[CH2:37]([NH:44][CH2:45][CH2:46]N)[C:38]1[CH:43]=[CH:42][CH:41]=[CH:40][CH:39]=1. The catalyst is C1COCC1. The product is [CH2:37]([NH:44][CH2:45][CH2:46][NH:18][C:16]([C:15]1[CH:14]=[C:13]2[C:9]([CH:10]=[N:11][N:12]2[CH2:19][CH:20]([CH3:22])[CH3:21])=[CH:8][C:7]=1[O:6][C:5]1[CH:23]=[CH:24][C:2]([F:1])=[CH:3][CH:4]=1)=[O:17])[C:38]1[CH:43]=[CH:42][CH:41]=[CH:40][CH:39]=1. The yield is 1.00.